From a dataset of Full USPTO retrosynthesis dataset with 1.9M reactions from patents (1976-2016). Predict the reactants needed to synthesize the given product. (1) Given the product [N:38]1[C:30]([NH:1][C@H:2]([C:5]2[N:14]([C:15]3[CH:20]=[CH:19][CH:18]=[C:17]([O:21][CH2:22][C:23]([F:26])([F:24])[F:25])[CH:16]=3)[C:13](=[O:27])[C:12]3[C:7](=[CH:8][CH:9]=[CH:10][C:11]=3[F:28])[N:6]=2)[CH2:3][CH3:4])=[C:31]2[C:35]([NH:34][CH:33]=[N:32]2)=[N:36][CH:37]=1, predict the reactants needed to synthesize it. The reactants are: [NH2:1][C@H:2]([C:5]1[N:14]([C:15]2[CH:20]=[CH:19][CH:18]=[C:17]([O:21][CH2:22][C:23]([F:26])([F:25])[F:24])[CH:16]=2)[C:13](=[O:27])[C:12]2[C:7](=[CH:8][CH:9]=[CH:10][C:11]=2[F:28])[N:6]=1)[CH2:3][CH3:4].Br[C:30]1[N:38]=[CH:37][N:36]=[C:35]2[C:31]=1[N:32]=[CH:33][NH:34]2.C(N(C(C)C)CC)(C)C. (2) Given the product [CH:18]1([C:16]([NH:15][C:13]2[N:14]=[C:9]3[CH:8]=[CH:7][C:6]([O:5][C:4]4[CH:3]=[C:2]([NH:1][C:29]([C:28]5[NH:24][N:25]=[CH:26][CH:27]=5)=[O:30])[CH:23]=[CH:22][CH:21]=4)=[N:11][N:10]3[CH:12]=2)=[O:17])[CH2:20][CH2:19]1, predict the reactants needed to synthesize it. The reactants are: [NH2:1][C:2]1[CH:3]=[C:4]([CH:21]=[CH:22][CH:23]=1)[O:5][C:6]1[CH:7]=[CH:8][C:9]2[N:10]([CH:12]=[C:13]([NH:15][C:16]([CH:18]3[CH2:20][CH2:19]3)=[O:17])[N:14]=2)[N:11]=1.[NH:24]1[C:28]([C:29](O)=[O:30])=[CH:27][CH:26]=[N:25]1.ON1C2C=CC=CC=2N=N1.Cl.CN(C)CCCN=C=NCC.C(N(CC)CC)C. (3) Given the product [CH2:5]([N:7]([CH2:8][CH3:9])[C:15]([C@H:13]1[CH2:12][C@@H:11]([OH:10])[CH2:14]1)=[O:17])[CH3:6], predict the reactants needed to synthesize it. The reactants are: [Cl-].[Cl-].[Cl-].[Al+3].[CH2:5]([NH:7][CH2:8][CH3:9])[CH3:6].[OH:10][C@@H:11]1[CH2:14][C@H:13]([C:15]([O:17]CC2C=CC=CC=2)=O)[CH2:12]1.C(=O)(O)[O-].[Na+].